From a dataset of Reaction yield outcomes from USPTO patents with 853,638 reactions. Predict the reaction yield, written as a fraction of the theoretical maximum amount of product (1.0 means a 100% yield; for example, 0.34 means a 34% yield). (1) The reactants are [CH2:1]([O:3][C:4](=[O:23])[CH:5]([C:7]1[N:8](C(OC(C)(C)C)=O)[C:9]2[C:14]([CH:15]=1)=[CH:13][CH:12]=[CH:11][CH:10]=2)[CH3:6])[CH3:2]. The catalyst is ClCCl.C(O)(C(F)(F)F)=O. The product is [NH:8]1[C:9]2[C:14](=[CH:13][CH:12]=[CH:11][CH:10]=2)[CH:15]=[C:7]1[CH:5]([CH3:6])[C:4]([O:3][CH2:1][CH3:2])=[O:23]. The yield is 0.500. (2) The catalyst is CCO. The reactants are [CH2:1]([O:8][C:9]1[CH:16]=[CH:15][C:12]([CH:13]=O)=[CH:11][CH:10]=1)[C:2]1[CH:7]=[CH:6][CH:5]=[CH:4][CH:3]=1.[NH2:17][C:18]1[N:23]=[C:22]([CH2:24][C:25]([O:27][CH2:28][CH3:29])=[O:26])[CH:21]=[CH:20][C:19]=1[N+:30]([O-])=O.S(S([O-])=O)([O-])=O.[Na+].[Na+].[NH4+].[OH-]. The yield is 0.210. The product is [CH2:1]([O:8][C:9]1[CH:16]=[CH:15][C:12]([C:13]2[NH:17][C:18]3=[N:23][C:22]([CH2:24][C:25]([O:27][CH2:28][CH3:29])=[O:26])=[CH:21][CH:20]=[C:19]3[N:30]=2)=[CH:11][CH:10]=1)[C:2]1[CH:7]=[CH:6][CH:5]=[CH:4][CH:3]=1.